From a dataset of Catalyst prediction with 721,799 reactions and 888 catalyst types from USPTO. Predict which catalyst facilitates the given reaction. (1) Reactant: [C:1]([C:5]1[CH:10]=[CH:9][C:8]([CH2:11][C:12]([OH:14])=[O:13])=[CH:7][CH:6]=1)([CH3:4])([CH3:3])[CH3:2].C([O-])([O-])=O.[Cs+].[Cs+].[CH2:21](Br)[C:22]1[CH:27]=[CH:26][CH:25]=[CH:24][CH:23]=1. Product: [CH2:21]([O:13][C:12](=[O:14])[CH2:11][C:8]1[CH:9]=[CH:10][C:5]([C:1]([CH3:4])([CH3:2])[CH3:3])=[CH:6][CH:7]=1)[C:22]1[CH:27]=[CH:26][CH:25]=[CH:24][CH:23]=1. The catalyst class is: 3. (2) Reactant: FC(F)(F)C(O)=O.[C:8]([O:12][C:13]([N:15]1[CH2:20][CH2:19][CH:18]([N:21]2[C:25]3=[N:26][CH:27]=[N:28][C:29]([O:30][C:31]4[C:32]([CH3:37])=[N:33][CH:34]=[CH:35][CH:36]=4)=[C:24]3[CH:23]=[N:22]2)[CH2:17][CH2:16]1)=[O:14])([CH3:11])([CH3:10])C.ClC(O[C:42]1[CH:47]=CC=C[CH:43]=1)=O.C(N(CC)CC)C. Product: [C:8]1([O:12][C:13]([N:15]2[CH2:20][CH2:19][CH:18]([N:21]3[C:25]4=[N:26][CH:27]=[N:28][C:29]([O:30][C:31]5[C:32]([CH3:37])=[N:33][CH:34]=[CH:35][CH:36]=5)=[C:24]4[CH:23]=[N:22]3)[CH2:17][CH2:16]2)=[O:14])[CH:11]=[CH:47][CH:42]=[CH:43][CH:10]=1. The catalyst class is: 46. (3) Reactant: [NH2:1][C@@H:2]([C:6]1[CH:21]=[CH:20][C:9]([C:10]([NH:12][O:13][CH:14]2[CH2:19][CH2:18][CH2:17][CH2:16][O:15]2)=[O:11])=[CH:8][CH:7]=1)[CH:3]([CH3:5])[CH3:4].C(N(CC)C(C)C)(C)C.C([N:48]=[C:49]=[S:50])(OCC1C2C(=CC=CC=2)C2C1=CC=CC=2)=O.N1CCCCC1. Product: [CH3:4][CH:3]([CH3:5])[C@H:2]([C:6]1[CH:7]=[CH:8][C:9]([C:10]([NH:12][O:13][CH:14]2[CH2:19][CH2:18][CH2:17][CH2:16][O:15]2)=[O:11])=[CH:20][CH:21]=1)[NH:1][C:49]([NH2:48])=[S:50]. The catalyst class is: 2. (4) Reactant: CN(C)/[CH:3]=[CH:4]/[C:5]([C:7]1[N:8]([CH:13]([CH3:15])[CH3:14])[C:9]([CH3:12])=[N:10][CH:11]=1)=O.[NH:17]([CH:21]1[CH2:26][CH2:25][N:24]([C:27]([O:29][CH2:30][C:31]2[CH:36]=[CH:35][CH:34]=[CH:33][CH:32]=2)=[O:28])[CH2:23][CH2:22]1)[C:18]([NH2:20])=[NH:19]. Product: [CH3:12][C:9]1[N:8]([CH:13]([CH3:15])[CH3:14])[C:7]([C:5]2[CH:4]=[CH:3][N:20]=[C:18]([NH:17][CH:21]3[CH2:26][CH2:25][N:24]([C:27]([O:29][CH2:30][C:31]4[CH:36]=[CH:35][CH:34]=[CH:33][CH:32]=4)=[O:28])[CH2:23][CH2:22]3)[N:19]=2)=[CH:11][N:10]=1. The catalyst class is: 141. (5) Reactant: [CH3:1][O:2][C:3]1[N:4]=[CH:5][C:6]([C:9]2([CH2:12][NH2:13])[CH2:11][CH2:10]2)=[N:7][CH:8]=1.C(N(CC)CC)C.[F:21][C:22]([F:33])([F:32])[C:23]1[CH:31]=[CH:30][CH:29]=[CH:28][C:24]=1[C:25](Cl)=[O:26]. Product: [CH3:1][O:2][C:3]1[N:4]=[CH:5][C:6]([C:9]2([CH2:12][NH:13][C:25](=[O:26])[C:24]3[CH:28]=[CH:29][CH:30]=[CH:31][C:23]=3[C:22]([F:21])([F:32])[F:33])[CH2:11][CH2:10]2)=[N:7][CH:8]=1. The catalyst class is: 4. (6) Reactant: [C:1]([CH:3]([CH:7]1[C:11]([Cl:12])=[C:10](Cl)C(=O)O1)[C:4]([NH2:6])=[O:5])#[N:2].Cl.[F:16][C:17]1[CH:22]=[CH:21][C:20]([CH2:23][NH2:24])=[C:19]([S:25]([CH3:28])(=[O:27])=[O:26])[CH:18]=1.C(=O)([O-])[O-].[K+].[K+].[OH-].[Na+]. Product: [ClH:12].[Cl:12][C:11]1[CH:7]=[C:3]([C:4]([NH2:6])=[O:5])[C:1](=[NH:2])[N:24]([CH2:23][C:20]2[CH:21]=[CH:22][C:17]([F:16])=[CH:18][C:19]=2[S:25]([CH3:28])(=[O:27])=[O:26])[CH:10]=1. The catalyst class is: 8. (7) Reactant: [NH2:1][CH:2]([C:4]1[C:9]([F:10])=[CH:8][C:7]([NH:11][S:12]([CH3:15])(=[O:14])=[O:13])=[C:6]([CH3:16])[CH:5]=1)[CH3:3].[CH3:17][O:18][C:19]1[CH:20]=[C:21]2[C:26](=[CH:27][CH:28]=1)[CH2:25][CH:24]([C:29](O)=[O:30])[CH2:23][CH2:22]2.F[P-](F)(F)(F)(F)F.C[N+](C)=C(N(C)C)ON1C2N=CC=CC=2N=N1.C(N(CC)C(C)C)(C)C.C([O-])(O)=O.[Na+]. Product: [F:10][C:9]1[CH:8]=[C:7]([NH:11][S:12]([CH3:15])(=[O:14])=[O:13])[C:6]([CH3:16])=[CH:5][C:4]=1[CH:2]([NH:1][C:29]([CH:24]1[CH2:23][CH2:22][C:21]2[C:26](=[CH:27][CH:28]=[C:19]([O:18][CH3:17])[CH:20]=2)[CH2:25]1)=[O:30])[CH3:3]. The catalyst class is: 9.